From a dataset of Reaction yield outcomes from USPTO patents with 853,638 reactions. Predict the reaction yield, written as a fraction of the theoretical maximum amount of product (1.0 means a 100% yield; for example, 0.34 means a 34% yield). (1) The reactants are [NH2:1][C:2]1([C:6]2[S:7][C:8]([C:11]3[CH:12]=[C:13]([NH:18][C:19]4[N:24]=[C:23]([C:25]([F:28])([F:27])[F:26])[CH:22]=[CH:21][N:20]=4)[CH:14]=[C:15]([CH3:17])[CH:16]=3)=[CH:9][N:10]=2)[CH2:5][O:4][CH2:3]1.CCN(CC)CC.[CH3:36][S:37](Cl)(=[O:39])=[O:38]. The catalyst is ClCCl.C(OCC)(=O)C. The product is [CH3:17][C:15]1[CH:16]=[C:11]([C:8]2[S:7][C:6]([C:2]3([NH:1][S:37]([CH3:36])(=[O:39])=[O:38])[CH2:3][O:4][CH2:5]3)=[N:10][CH:9]=2)[CH:12]=[C:13]([NH:18][C:19]2[N:24]=[C:23]([C:25]([F:28])([F:27])[F:26])[CH:22]=[CH:21][N:20]=2)[CH:14]=1. The yield is 0.474. (2) The reactants are C(O)(=O)C.NN.C([O:10][C@@H:11]1[O:28][C@H:27]([CH2:29][O:30][C:31](=[O:33])[CH3:32])[C@H:22]([O:23][C:24](=[O:26])[CH3:25])[C@H:17]([O:18][C:19](=[O:21])[CH3:20])[C@H:12]1[O:13][C:14](=[O:16])[CH3:15])(=O)C. The catalyst is C1COCC1. The product is [C:14]([O:13][C@@H:12]1[C@@H:17]([O:18][C:19](=[O:21])[CH3:20])[C@@H:22]([O:23][C:24](=[O:26])[CH3:25])[C@@H:27]([CH2:29][O:30][C:31](=[O:33])[CH3:32])[O:28][CH:11]1[OH:10])(=[O:16])[CH3:15]. The yield is 0.980. (3) The reactants are [CH2:1]([O:3][C:4]([C@H:6]1[CH2:11][CH2:10][CH2:9][N:8]([CH2:12][C@@H:13]([O:24][Si:25]([C:28]([CH3:31])([CH3:30])[CH3:29])([CH3:27])[CH3:26])[C:14]2[CH:19]=[CH:18][C:17](/[C:20](=[N:22]/[OH:23])/[NH2:21])=[CH:16][CH:15]=2)[CH2:7]1)=[O:5])[CH3:2].[C:32]1([C:38]2[C:42]([C:43]([F:46])([F:45])[F:44])=[C:41]([C:47](Cl)=O)[O:40][N:39]=2)[CH:37]=[CH:36][CH:35]=[CH:34][CH:33]=1.CCN(C(C)C)C(C)C. The catalyst is C(#N)C. The product is [Si:25]([O:24][C@@H:13]([C:14]1[CH:15]=[CH:16][C:17]([C:20]2[N:21]=[C:47]([C:41]3[O:40][N:39]=[C:38]([C:32]4[CH:37]=[CH:36][CH:35]=[CH:34][CH:33]=4)[C:42]=3[C:43]([F:46])([F:44])[F:45])[O:23][N:22]=2)=[CH:18][CH:19]=1)[CH2:12][N:8]1[CH2:9][CH2:10][CH2:11][C@H:6]([C:4]([O:3][CH2:1][CH3:2])=[O:5])[CH2:7]1)([C:28]([CH3:30])([CH3:29])[CH3:31])([CH3:27])[CH3:26]. The yield is 0.880. (4) The reactants are C([N:3]([CH2:6][CH3:7])[CH2:4]C)C.C1(P(N=[N+]=[N-])(C2C=CC=CC=2)=[O:15])C=CC=CC=1.[S:25]1[C:29]2[CH:30]=C(CC(O)=O)[CH:32]=[CH:33][C:28]=2[N:27]=[CH:26]1.[C:38]([OH:42])([CH3:41])([CH3:40])[CH3:39]. No catalyst specified. The product is [S:25]1[C:29]2[CH:30]=[C:7]([CH2:6][NH:3][C:4](=[O:15])[O:42][C:38]([CH3:41])([CH3:40])[CH3:39])[CH:32]=[CH:33][C:28]=2[N:27]=[CH:26]1. The yield is 0.590. (5) The reactants are [CH3:1][N:2]1[C:10]2[CH2:9][CH2:8][CH2:7][CH:6]([C:11]([OH:13])=O)[C:5]=2[CH:4]=[N:3]1.Cl.[Cl:15][C:16]1[C:17]([CH2:22][NH2:23])=[N:18][CH:19]=[CH:20][N:21]=1.CN(C(ON1N=NC2C=CC=NC1=2)=[N+](C)C)C.F[P-](F)(F)(F)(F)F.O. The catalyst is C(Cl)Cl. The product is [Cl:15][C:16]1[C:17]([CH2:22][NH:23][C:11]([CH:6]2[CH2:7][CH2:8][CH2:9][C:10]3[N:2]([CH3:1])[N:3]=[CH:4][C:5]2=3)=[O:13])=[N:18][CH:19]=[CH:20][N:21]=1. The yield is 0.150. (6) The reactants are [CH3:1][NH:2][CH2:3][CH2:4][CH:5]([C:7]1[CH:12]=[CH:11][CH:10]=[CH:9][CH:8]=1)[OH:6].[CH3:25][C:24]([O:23][C:21](O[C:21]([O:23][C:24]([CH3:27])([CH3:26])[CH3:25])=[O:22])=[O:22])([CH3:27])[CH3:26]. The catalyst is C1COCC1. The product is [OH:6][CH:5]([C:7]1[CH:12]=[CH:11][CH:10]=[CH:9][CH:8]=1)[CH2:4][CH2:3][N:2]([CH3:1])[C:21](=[O:22])[O:23][C:24]([CH3:25])([CH3:26])[CH3:27]. The yield is 0.970. (7) The reactants are FC(F)(F)S(O[C:7]1[CH:12]=[CH:11][C:10]([CH:13]2[O:17][CH2:16][CH2:15][O:14]2)=[CH:9][C:8]=1[N+:18]([O-:20])=[O:19])(=O)=O.C(=O)([O-])O.[Na+].[S:28]1[CH:32]=[CH:31][CH:30]=[C:29]1B(O)O. The catalyst is COCCOC.O. The product is [N+:18]([C:8]1[CH:9]=[C:10]([CH:13]2[O:14][CH2:15][CH2:16][O:17]2)[CH:11]=[CH:12][C:7]=1[C:29]1[S:28][CH:32]=[CH:31][CH:30]=1)([O-:20])=[O:19]. The yield is 0.720. (8) The reactants are [NH:1]1[CH2:6][CH2:5][O:4][CH2:3][CH2:2]1.[Cl:7][C:8]1[N:16]=[C:15]2[C:11]([N:12]=[CH:13][N:14]2[C@H:17]2[CH2:21][CH2:20][N:19]([C:22]([O:24][C:25]([CH3:28])([CH3:27])[CH3:26])=[O:23])[CH2:18]2)=[C:10](Cl)[N:9]=1. The catalyst is C(O)C. The product is [Cl:7][C:8]1[N:16]=[C:15]2[C:11]([N:12]=[CH:13][N:14]2[C@H:17]2[CH2:21][CH2:20][N:19]([C:22]([O:24][C:25]([CH3:28])([CH3:27])[CH3:26])=[O:23])[CH2:18]2)=[C:10]([N:1]2[CH2:6][CH2:5][O:4][CH2:3][CH2:2]2)[N:9]=1. The yield is 1.00. (9) The reactants are [F:1][C:2]([F:7])([F:6])[C:3]([OH:5])=[O:4].[NH:8]1[CH:12]=[C:11]([CH:13]=[CH:14][CH2:15][CH2:16][CH2:17][C:18]([OH:20])=[O:19])[N:10]=[CH:9]1. The catalyst is [Pd].C(O)(=O)C. The product is [F:1][C:2]([F:7])([F:6])[C:3]([OH:5])=[O:4].[NH:8]1[CH:12]=[C:11]([CH2:13][CH2:14][CH2:15][CH2:16][CH2:17][C:18]([OH:20])=[O:19])[N:10]=[CH:9]1. The yield is 0.800.